From a dataset of Tyrosyl-DNA phosphodiesterase HTS with 341,365 compounds. Binary Classification. Given a drug SMILES string, predict its activity (active/inactive) in a high-throughput screening assay against a specified biological target. (1) The molecule is S(=O)(=O)(NCC1CCC(CC1)C(=O)Nc1c(ccc(c1)C)C)c1cc2CC(N(c2cc1)C(=O)C)C. The result is 0 (inactive). (2) The drug is S(c1n(c(nn1)CNC(=O)c1cc(OC)c(OC)cc1)CC)CC(=O)Nc1ccc(OC)cc1. The result is 0 (inactive). (3) The compound is O=c1n([nH]cc2c3c(nc12)ccc(c3)C)CC(=O)NC(C)C. The result is 0 (inactive). (4) The compound is O1C(CN(CC1C)C(=O)Nc1cc2OCOc2cc1)C. The result is 0 (inactive). (5) The drug is O=C(N1CCc2c1ccc(c2)CNC(=O)c1cc(NC(=O)C)ccc1)c1ccccc1. The result is 0 (inactive).